From a dataset of Forward reaction prediction with 1.9M reactions from USPTO patents (1976-2016). Predict the product of the given reaction. The product is: [C:14]([O:18][C:19]([N:21]1[C:29]2[C:24](=[CH:25][CH:26]=[CH:27][CH:28]=2)[CH:23]=[C:22]1[S:30](=[O:32])(=[O:31])[NH:11][C:10]1[CH:12]=[CH:13][C:7]([C:4]2[CH:5]=[CH:6][N:1]=[CH:2][CH:3]=2)=[CH:8][CH:9]=1)=[O:20])([CH3:17])([CH3:15])[CH3:16]. Given the reactants [N:1]1[CH:6]=[CH:5][C:4]([C:7]2[CH:13]=[CH:12][C:10]([NH2:11])=[CH:9][CH:8]=2)=[CH:3][CH:2]=1.[C:14]([O:18][C:19]([N:21]1[C:29]2[C:24](=[CH:25][CH:26]=[CH:27][CH:28]=2)[CH:23]=[C:22]1[S:30](Cl)(=[O:32])=[O:31])=[O:20])([CH3:17])([CH3:16])[CH3:15], predict the reaction product.